Dataset: Full USPTO retrosynthesis dataset with 1.9M reactions from patents (1976-2016). Task: Predict the reactants needed to synthesize the given product. Given the product [N:1]1[N:5]2[CH:6]=[C:7]3[CH2:13][CH2:12][NH:11][CH2:10][C:8]3=[N:9][C:4]2=[CH:3][CH:2]=1, predict the reactants needed to synthesize it. The reactants are: [N:1]1[N:5]2[CH:6]=[C:7]3[CH2:13][CH2:12][N:11](C(OC(C)(C)C)=O)[CH2:10][C:8]3=[N:9][C:4]2=[CH:3][CH:2]=1.